From a dataset of Acute oral toxicity (LD50) regression data from Zhu et al.. Regression/Classification. Given a drug SMILES string, predict its toxicity properties. Task type varies by dataset: regression for continuous values (e.g., LD50, hERG inhibition percentage) or binary classification for toxic/non-toxic outcomes (e.g., AMES mutagenicity, cardiotoxicity, hepatotoxicity). Dataset: ld50_zhu. The drug is CCOP(=S)(OCC)Oc1ccc(S(C)=O)cc1. The rat oral LD50 is 5.19, given as -log10 of the dose in mol/kg body weight (higher means more acutely toxic).